This data is from Reaction yield outcomes from USPTO patents with 853,638 reactions. The task is: Predict the reaction yield, written as a fraction of the theoretical maximum amount of product (1.0 means a 100% yield; for example, 0.34 means a 34% yield). (1) The reactants are Cl.Cl.C(OC([C:8]1[CH:9]=[C:10]2[C:14](=[CH:15][CH:16]=1)[NH:13][N:12]=[C:11]2[C:17]1[CH:26]=[CH:25][C:24]2[C:19](=[CH:20][CH:21]=[C:22]([O:27][CH2:28][CH2:29][N:30]3[CH2:36][CH2:35][CH2:34][CH2:33][CH2:32][CH2:31]3)[CH:23]=2)[CH:18]=1)=N)C.[C:37]([NH:40][NH2:41])(=O)[CH3:38].[CH2:42]([N:44](CC)CC)C. The catalyst is CO. The product is [N:30]1([CH2:29][CH2:28][O:27][C:22]2[CH:23]=[C:24]3[C:19](=[CH:20][CH:21]=2)[CH:18]=[C:17]([C:11]2[C:15]4[C:14](=[CH:10][CH:9]=[C:8]([C:42]5[N:44]=[C:37]([CH3:38])[NH:40][N:41]=5)[CH:16]=4)[NH:13][N:12]=2)[CH:26]=[CH:25]3)[CH2:36][CH2:35][CH2:34][CH2:33][CH2:32][CH2:31]1. The yield is 0.200. (2) The reactants are [CH2:1]([P:3]([O-:9])[O:4][CH2:5][CH2:6][CH2:7][CH3:8])[CH3:2].[CH:10](=[O:13])[CH:11]=[CH2:12].[O-]CCCC.[Na+]. No catalyst specified. The product is [CH2:1]([P:3]([CH2:12][CH2:11][CH:10]=[O:13])(=[O:9])[O:4][CH2:5][CH2:6][CH2:7][CH3:8])[CH3:2]. The yield is 0.890.